Dataset: Full USPTO retrosynthesis dataset with 1.9M reactions from patents (1976-2016). Task: Predict the reactants needed to synthesize the given product. (1) Given the product [CH:31]1([C:29]2[N:30]=[C:24]([CH:10]3[CH2:11][CH:12]([C:14]4[CH:15]=[CH:16][C:17]([C:20]([F:21])([F:22])[F:23])=[CH:18][CH:19]=4)[CH2:13][N:8]([C:6]([NH:5][CH2:4][CH2:3][O:2][CH3:1])=[O:7])[CH2:9]3)[O:26][N:28]=2)[CH2:33][CH2:32]1, predict the reactants needed to synthesize it. The reactants are: [CH3:1][O:2][CH2:3][CH2:4][NH:5][C:6]([N:8]1[CH2:13][CH:12]([C:14]2[CH:19]=[CH:18][C:17]([C:20]([F:23])([F:22])[F:21])=[CH:16][CH:15]=2)[CH2:11][CH:10]([C:24]([OH:26])=O)[CH2:9]1)=[O:7].O[N:28]=[C:29]([CH:31]1[CH2:33][CH2:32]1)[NH2:30]. (2) Given the product [C:19]([N:9]1[C:10]2=[N:11][CH:12]=[C:13]([N+:16]([O-:18])=[O:17])[CH:14]=[C:15]2[C:7]([C:5]([OH:6])=[O:4])=[CH:8]1)([CH3:22])([CH3:20])[CH3:21], predict the reactants needed to synthesize it. The reactants are: C([O:4][C:5]([C:7]1[C:15]2[C:10](=[N:11][CH:12]=[C:13]([N+:16]([O-:18])=[O:17])[CH:14]=2)[N:9]([C:19]([CH3:22])([CH3:21])[CH3:20])[CH:8]=1)=[O:6])CC.[OH-].[Na+].Cl. (3) Given the product [CH3:11][O:10][C:5]1[CH:4]=[C:3]([O:12][CH3:13])[C:2]([C:18]2[S:19][C:15]([CH3:14])=[CH:16][CH:17]=2)=[CH:9][C:6]=1[CH:7]=[O:8], predict the reactants needed to synthesize it. The reactants are: Br[C:2]1[C:3]([O:12][CH3:13])=[CH:4][C:5]([O:10][CH3:11])=[C:6]([CH:9]=1)[CH:7]=[O:8].[CH3:14][C:15]1[S:19][C:18](B(O)O)=[CH:17][CH:16]=1. (4) The reactants are: [Cl:1][C:2]1[CH:7]=[CH:6][C:5]([S:8]([NH2:11])(=[O:10])=[O:9])=[C:4]([NH:12][S:13](/[CH:16]=[CH:17]/[C:18]2[CH:23]=[CH:22][C:21]([O:24][CH:25]([F:27])[F:26])=[CH:20][CH:19]=2)(=[O:15])=[O:14])[CH:3]=1.C([O-])(=O)C.[Na+].C1(C)C=CC(S(NN)(=O)=O)=CC=1. Given the product [Cl:1][C:2]1[CH:7]=[CH:6][C:5]([S:8]([NH2:11])(=[O:10])=[O:9])=[C:4]([NH:12][S:13]([CH2:16][CH2:17][C:18]2[CH:23]=[CH:22][C:21]([O:24][CH:25]([F:26])[F:27])=[CH:20][CH:19]=2)(=[O:14])=[O:15])[CH:3]=1, predict the reactants needed to synthesize it. (5) The reactants are: C(OC(=O)[N:7]([CH2:11][C:12]1[CH:17]=[CH:16][CH:15]=[C:14]([C:18]2[CH:23]=[CH:22][N:21]=[C:20](Cl)[N:19]=2)[CH:13]=1)[CH:8]([CH3:10])[CH3:9])(C)(C)C.Br.[NH2:27][CH2:28][C:29]1[CH:34]=[CH:33][C:32]([OH:35])=[C:31]([Cl:36])[CH:30]=1. Given the product [Cl:36][C:31]1[CH:30]=[C:29]([CH2:28][NH:27][C:20]2[N:19]=[C:18]([C:14]3[CH:15]=[CH:16][CH:17]=[C:12]([CH2:11][NH:7][CH:8]([CH3:9])[CH3:10])[CH:13]=3)[CH:23]=[CH:22][N:21]=2)[CH:34]=[CH:33][C:32]=1[OH:35], predict the reactants needed to synthesize it. (6) Given the product [Cl:8][C:6]1[CH:7]=[C:2]([Cl:1])[C:3]([CH2:12][CH3:13])=[CH:4][C:5]=1[NH2:9], predict the reactants needed to synthesize it. The reactants are: [Cl:1][C:2]1[CH:7]=[C:6]([Cl:8])[C:5]([N+:9]([O-])=O)=[CH:4][C:3]=1[CH2:12][CH3:13].Cl[Sn]Cl.[OH-].[Na+].Cl. (7) The reactants are: Br[C:2]1[CH:3]=[CH:4][C:5]2[O:11][CH2:10][CH2:9][N:8]3[C:12]([CH2:18][N:19]4[C:23]5[CH:24]=[CH:25][CH:26]=[CH:27][C:22]=5[N:21]=[C:20]4[CH3:28])=[C:13]([C:15]([NH2:17])=[O:16])[N:14]=[C:7]3[C:6]=2[CH:29]=1.N1C(C(N)=O)=CN2C=1C1C=CC=CC=1OCC2.CC1NC2C=CC=CC=2N=1.[CH3:57][C:58]([OH:62])([C:60]#[CH:61])[CH3:59]. Given the product [OH:62][C:58]([CH3:59])([CH3:57])[C:60]#[C:61][C:2]1[CH:3]=[CH:4][C:5]2[O:11][CH2:10][CH2:9][N:8]3[C:12]([CH2:18][N:19]4[C:23]5[CH:24]=[CH:25][CH:26]=[CH:27][C:22]=5[N:21]=[C:20]4[CH3:28])=[C:13]([C:15]([NH2:17])=[O:16])[N:14]=[C:7]3[C:6]=2[CH:29]=1, predict the reactants needed to synthesize it. (8) The reactants are: [CH3:1][C:2]1[NH:3][C:4]2[CH:10]=[CH:9][CH:8]=[CH:7][C:5]=2[N:6]=1.Cl[C:12]1[N:20]=[C:19]2[C:15]([N:16]=[C:17]([CH2:22][N:23]3[CH2:28][CH2:27][N:26]([C:29]([CH3:34])([CH2:32][OH:33])[CH2:30][OH:31])[CH2:25][CH2:24]3)[N:18]2[CH3:21])=[C:14]([N:35]2[CH2:40][CH2:39][O:38][CH2:37][CH2:36]2)[N:13]=1. Given the product [CH3:34][C:29]([N:26]1[CH2:25][CH2:24][N:23]([CH2:22][C:17]2[N:18]([CH3:21])[C:19]3[C:15]([N:16]=2)=[C:14]([N:35]2[CH2:36][CH2:37][O:38][CH2:39][CH2:40]2)[N:13]=[C:12]([N:3]2[C:4]4[CH:10]=[CH:9][CH:8]=[CH:7][C:5]=4[N:6]=[C:2]2[CH3:1])[N:20]=3)[CH2:28][CH2:27]1)([CH2:32][OH:33])[CH2:30][OH:31], predict the reactants needed to synthesize it.